This data is from Full USPTO retrosynthesis dataset with 1.9M reactions from patents (1976-2016). The task is: Predict the reactants needed to synthesize the given product. (1) The reactants are: C1([O:7][C:8](=[O:34])NC2C=CC(OC3C=CC(NC(=O)C4C=CC(Cl)=C(Cl)C=4)=CN=3)=CC=2)C=CC=CC=1.[CH2:35]([N:45]1[CH2:50][CH2:49][NH:48][CH2:47][CH2:46]1)[C:36]1[CH:44]=[CH:43][C:42]2[O:41][CH2:40][O:39][C:38]=2[CH:37]=1. Given the product [CH2:35]([N:45]1[CH2:50][CH2:49][N:48]([C:8]([OH:34])=[O:7])[CH2:47][CH2:46]1)[C:36]1[CH:44]=[CH:43][C:42]2[O:41][CH2:40][O:39][C:38]=2[CH:37]=1, predict the reactants needed to synthesize it. (2) Given the product [F:48][C:45]1[CH:44]=[CH:43][C:42]([CH2:41][N:28]2[C:27](=[O:49])[C:26]([CH2:23][OH:24])=[CH:31][C:30]([C:32]3[CH:33]=[CH:34][C:35]4[O:39][CH2:38][CH2:37][C:36]=4[CH:40]=3)=[N:29]2)=[CH:47][CH:46]=1, predict the reactants needed to synthesize it. The reactants are: C1(CN2C(=O)C(CO)=CC(C3C=CC4OCCC=4C=3)=N2)CC1.[C:23]([C:26]1[C:27](=[O:49])[N:28]([CH2:41][C:42]2[CH:47]=[CH:46][C:45]([F:48])=[CH:44][CH:43]=2)[N:29]=[C:30]([C:32]2[CH:33]=[CH:34][C:35]3[O:39][CH2:38][CH2:37][C:36]=3[CH:40]=2)[CH:31]=1)(O)=[O:24]. (3) Given the product [CH3:1][C:2]1([CH3:20])[C:11]2[C:6](=[CH:7][CH:8]=[C:9]([CH3:12])[CH:10]=2)[NH:5][CH:4]([C:13]2[CH:19]=[CH:18][CH:17]=[CH:16][C:14]=2[NH:15][S:33]([C:27]2[CH:32]=[CH:31][CH:30]=[CH:29][CH:28]=2)(=[O:35])=[O:34])[CH2:3]1, predict the reactants needed to synthesize it. The reactants are: [CH3:1][C:2]1([CH3:20])[C:11]2[C:6](=[CH:7][CH:8]=[C:9]([CH3:12])[CH:10]=2)[NH:5][CH:4]([C:13]2[CH:19]=[CH:18][CH:17]=[CH:16][C:14]=2[NH2:15])[CH2:3]1.N1C=CC=CC=1.[C:27]1([S:33](Cl)(=[O:35])=[O:34])[CH:32]=[CH:31][CH:30]=[CH:29][CH:28]=1. (4) Given the product [F:40][C:16]([F:15])([F:39])[C:17]1[CH:34]=[C:33]([C:35]([F:36])([F:37])[F:38])[CH:32]=[CH:31][C:18]=1[CH2:19][N:20]1[C:28]2[C:23](=[CH:24][C:25](/[CH:29]=[C:11]3/[C:12](=[O:13])[N:8]([CH2:7][C@@H:3]4[CH2:4][CH2:5][CH2:6][N:2]4[CH3:1])[C:9](=[O:14])[S:10]/3)=[CH:26][CH:27]=2)[CH:22]=[N:21]1, predict the reactants needed to synthesize it. The reactants are: [CH3:1][N:2]1[CH2:6][CH2:5][CH2:4][C@H:3]1[CH2:7][N:8]1[C:12](=[O:13])[CH2:11][S:10][C:9]1=[O:14].[F:15][C:16]([F:40])([F:39])[C:17]1[CH:34]=[C:33]([C:35]([F:38])([F:37])[F:36])[CH:32]=[CH:31][C:18]=1[CH2:19][N:20]1[C:28]2[C:23](=[CH:24][C:25]([CH:29]=O)=[CH:26][CH:27]=2)[CH:22]=[N:21]1. (5) Given the product [S:21]1[C:2]2=[CH:9][N:8]=[CH:7][CH:6]=[C:3]2[CH:4]=[C:20]1[C:19]([O:18][CH2:16][CH3:17])=[O:22], predict the reactants needed to synthesize it. The reactants are: Br[C:2]1[CH:9]=[N:8][CH:7]=[CH:6][C:3]=1[CH:4]=O.C([O-])([O-])=O.[K+].[K+].[CH2:16]([O:18][C:19](=[O:22])[CH2:20][SH:21])[CH3:17]. (6) Given the product [NH2:16][C:10]1[O:11][CH2:12][C:13]([F:15])([F:14])[C@:8]([C:4]2[CH:3]=[C:2]([NH:1][C:25]([C:22]3[CH:21]=[CH:20][C:19]([Cl:18])=[CH:24][N:23]=3)=[O:26])[CH:7]=[CH:6][CH:5]=2)([CH3:17])[N:9]=1, predict the reactants needed to synthesize it. The reactants are: [NH2:1][C:2]1[CH:3]=[C:4]([C@:8]2([CH3:17])[C:13]([F:15])([F:14])[CH2:12][O:11][C:10]([NH2:16])=[N:9]2)[CH:5]=[CH:6][CH:7]=1.[Cl:18][C:19]1[CH:20]=[CH:21][C:22]([C:25](O)=[O:26])=[N:23][CH:24]=1.